Dataset: Reaction yield outcomes from USPTO patents with 853,638 reactions. Task: Predict the reaction yield, written as a fraction of the theoretical maximum amount of product (1.0 means a 100% yield; for example, 0.34 means a 34% yield). (1) The reactants are Cl.[OH:2][C:3]1[C:12]([CH3:13])=[C:11]2[C:6]([C:7](=[O:20])[C:8]([CH3:19])=[C:9]([C@H:14]3[CH2:18][CH2:17][CH2:16][NH:15]3)[O:10]2)=[CH:5][CH:4]=1.N1C(C)=CC=C[C:22]=1[CH3:28].ICC.[C:32](Cl)(=[O:34])[CH3:33]. The catalyst is CN(C)C=O. The product is [C:32]([O:2][C:3]1[C:12]([CH3:13])=[C:11]2[C:6]([C:7](=[O:20])[C:8]([CH3:19])=[C:9]([C@H:14]3[CH2:18][CH2:17][CH2:16][N:15]3[CH2:22][CH3:28])[O:10]2)=[CH:5][CH:4]=1)(=[O:34])[CH3:33]. The yield is 0.590. (2) The reactants are N[C:2]1[C:10]([I:11])=[C:9]([CH3:12])[CH:8]=[CH:7][C:3]=1[C:4]([OH:6])=[O:5].C1C=CN=CC=1.[FH:19].N([O-])=O.[Na+]. No catalyst specified. The product is [F:19][C:2]1[C:10]([I:11])=[C:9]([CH3:12])[CH:8]=[CH:7][C:3]=1[C:4]([OH:6])=[O:5]. The yield is 0.890. (3) The reactants are [C:1]1([CH2:7][CH2:8][CH:9](O)[CH:10]=[CH2:11])[CH:6]=[CH:5][CH:4]=[CH:3][CH:2]=1.S(=O)(=O)(O)[NH2:14].[F:18][C:19]([F:30])([F:29])[C:20](O[C:20](=[O:21])[C:19]([F:30])([F:29])[F:18])=[O:21].C(=O)([O-])[O-].[K+].[K+]. The catalyst is CN(C)C=O. The product is [F:18][C:19]([F:30])([F:29])[C:20]([NH:14][CH:9]([CH2:8][CH2:7][C:1]1[CH:6]=[CH:5][CH:4]=[CH:3][CH:2]=1)[CH:10]=[CH2:11])=[O:21]. The yield is 0.710. (4) The reactants are Br[C:2]1[S:3][C:4]([NH:27]C(=O)OC(C)(C)C)=[C:5]([C:7](=[O:26])[NH:8][C:9]2[CH:10]=[N:11][N:12]([CH2:22][CH:23]([F:25])[F:24])[C:13]=2[N:14]2[CH2:20][CH2:19][CH2:18][CH:17]([OH:21])[CH2:16][CH2:15]2)[N:6]=1.[F:35][C:36]1[CH:41]=[CH:40][C:39]([CH3:42])=[CH:38][C:37]=1B(O)O. No catalyst specified. The product is [NH2:27][C:4]1[S:3][C:2]([C:37]2[CH:38]=[C:39]([CH3:42])[CH:40]=[CH:41][C:36]=2[F:35])=[N:6][C:5]=1[C:7]([NH:8][C:9]1[CH:10]=[N:11][N:12]([CH2:22][CH:23]([F:24])[F:25])[C:13]=1[N:14]1[CH2:20][CH2:19][CH2:18][CH:17]([OH:21])[CH2:16][CH2:15]1)=[O:26]. The yield is 0.500.